From a dataset of HIV replication inhibition screening data with 41,000+ compounds from the AIDS Antiviral Screen. Binary Classification. Given a drug SMILES string, predict its activity (active/inactive) in a high-throughput screening assay against a specified biological target. (1) The drug is Cc1ccc(C(=O)C(=C(S)Nc2cccc(C(F)(F)F)c2)[n+]2ccccc2)cc1. The result is 0 (inactive). (2) The drug is COC(=O)c1nc(N)nc(O)c1-c1ccc(Cl)cc1. The result is 1 (active).